Dataset: Drug-target binding data from BindingDB using IC50 measurements. Task: Regression. Given a target protein amino acid sequence and a drug SMILES string, predict the binding affinity score between them. We predict pIC50 (pIC50 = -log10(IC50 in M); higher means more potent). Dataset: bindingdb_ic50. (1) The compound is COc1ccc(COc2ccc(Cc3cnc(N)nc3N)cc2OC)cc1. The target protein (P36888) has sequence MPALARDGGQLPLLVVFSAMIFGTITNQDLPVIKCVLINHKNNDSSVGKSSSYPMVSESPEDLGCALRPQSSGTVYEAAAVEVDVSASITLQVLVDAPGNISCLWVFKHSSLNCQPHFDLQNRGVVSMVILKMTETQAGEYLLFIQSEATNYTILFTVSIRNTLLYTLRRPYFRKMENQDALVCISESVPEPIVEWVLCDSQGESCKEESPAVVKKEEKVLHELFGTDIRCCARNELGRECTRLFTIDLNQTPQTTLPQLFLKVGEPLWIRCKAVHVNHGFGLTWELENKALEEGNYFEMSTYSTNRTMIRILFAFVSSVARNDTGYYTCSSSKHPSQSALVTIVEKGFINATNSSEDYEIDQYEEFCFSVRFKAYPQIRCTWTFSRKSFPCEQKGLDNGYSISKFCNHKHQPGEYIFHAENDDAQFTKMFTLNIRRKPQVLAEASASQASCFSDGYPLPSWTWKKCSDKSPNCTEEITEGVWNRKANRKVFGQWVSSST.... The pIC50 is 4.9. (2) The small molecule is CN(C)c1ccc(CSC[C@H](NC(=O)CCCS)C(=O)O)cc1. The target protein (P19602) has sequence MPEVVDTCSLASPATVCRTKHLHLRCSVDFTRRALTGVAALTIQSQEDNLRSLILDTKDLTIEKVVINGQEVKYALGEKQSYKGSPMEISLPIALSKNQEVVIEISFETSPKSSALQWLTPEQTSGKEHPYLFSQCQAIHCRAFLPCQDTPSVKLTYTAEVSVPKELVALMSAIRDGEAPDPADPSRKIYKFSQKVPIPCYLIALVVGALESRKIGPRTLVWSEKEQVDKSAYEFSETESMLKIAEDLGGPYVWGQYDRLVLPPSFSYGGMENPCLTFVTPTLLAGDKSLSNVIAHEISHTWTGNLVTNKTWDHFWLNEGHTVYLERHICGRLFGEKFRHFHALGGWGELQNTVKTLGETQAFTKLVVDLTDTDPDVAYSSVPYEKGFALLFHLEQLLGGPEVFLGFLKAYVEKFSYKSITTDDWKNFLFSHFKDKVDILNQVDWDAWLYSPGLPPIKPNYDMTLTNACIALSQRWITAKEKDLNTFSATDLKDLSSHQV.... The pIC50 is 5.0. (3) The compound is CCO[C@@H](Cc1ccc(OCc2cccc(I)c2)cc1)C(=O)NO. The target is CKENALLRYLLDKDD. The pIC50 is 4.9. (4) The compound is OC[C@@H]1CNC[C@@H](O)[C@@H]1O. The pIC50 is 3.2. The target protein (Q02401) has sequence MELPWTALFLSTVLLGLSCQGSDWESDRNFISAAGPLTNDLVLNLNYPPGKQGSDVVSGNTDHLLCQQPLPSFLSQYFSSLRASQVTHYKVLLSWAQLLPTGSSKNPDQEAVQCYRQLLQSLKDAQLEPMVVLCHQTPPTSSAIQREGAFADLFADYATLAFQSFGDLVEIWFTFSDLEKVIMDLPHKDLKASALQTLSNAHRRAFEIYHRKFSSQGGKLSVVLKAEDIPELLPDPALAALVQGSVDFLSLDLSYECQSVATLPQKLSELQNLEPKVKVFIYTLKLEDCPATGTSPSSLLISLLEAINKDQIQTVGFDVNAFLSCTSNSEESPSCSLTDSLALQTEQQQETAVPSSPGSAYQRVWAAFANQSREERDAFLQDVFPEGFLWGISTGAFNVEGGWAEGGRGPSIWDHYGNLNAAEGQATAKVASDSYHKPASDVALLRGIRAQVYKFSISWSGLFPLGQKSTPNRQGVAYYNKLIDRLLDSHIEPMATLFHW.... (5) The drug is O=C(O)c1nc(-c2nccs2)[nH]c(=O)c1O. The pIC50 is 5.6. The target protein sequence is RTEEAIYQCCDLDPQARVAIRSLTERLYVGGPLTNSRGENCGYRRRASGVLTTSCGNTLTCYIKAQAACRAAGRQDCTMLVCGDDLVVICESAGVQEDAASLRAFTEAMTRYSAPPGDPPQPEYDLELITSCSSNVSVAHDGAGKRVYYLTRDPTTPLARAAWETARHTPVNSWLGNIIMFAPTLWVRMIMLTHFFSVLIARDQLEQALDCEIYGACYSIEPLLPPIIQ. (6) The drug is O=C(CNC(=O)c1ccccc1)N/N=C/c1ccc([N+](=O)[O-])o1. The target protein (P04993) has sequence MKLQKQLLEAVEHKQLRPLDVQFALTVAGDEHPAVTLAAALLSHDAGEGHVCLPLSRLENNEASHPLLATCVSEIGELQNWEECLLASQAVSRGDEPTPMILCGDRLYLNRMWCNERTVARFFNEVNHAIEVDEALLAQTLDKLFPVSDEINWQKVAAAVALTRRISVISGGPGTGKTTTVAKLLAALIQMADGERCRIRLAAPTGKAAARLTESLGKALRQLPLTDEQKKRIPEDASTLHRLLGAQPGSQRLRHHAGNPLHLDVLVVDEASMIDLPMMSRLIDALPDHARVIFLGDRDQLASVEAGAVLGDICAYANAGFTAERARQLSRLTGTHVPAGTGTEAASLRDSLCLLQKSYRFGSDSGIGQLAAAINRGDKTAVKTVFQQDFTDIEKRLLQSGEDYIAMLEEALAGYGRYLDLLQARAEPDLIIQAFNEYQLLCALREGPFGVAGLNERIEQFMQQKRKIHRHPHSRWYEGRPVMIARNDSALGLFNGDIGI.... The pIC50 is 4.4. (7) The drug is Cn1c(-c2cccc(NC(=O)C(=O)Nc3ccc(-c4ccsc4)cc3)c2)c(I)c2cc(C(=O)O)c(O)cc21. The target protein (P58389) has sequence MAEGERQPPPDSSEETPPTTQNFIIPKKEIHTVPDMGKWKRSQAYADYIGFILTLNEGVKGKKLTFDYKVSEAIEKLVALLDTLDRWIDETPPVDQPSRFGNKAYRTWYAKLDQEAENLVATVVPTHLAAAVPEVAVYLKEAVGNSTRIDYGTGHEAAFAAFLCCLCKIGVLRVDDQVAIVFKVFDRYLEVMRKLQKTYRMEPAGSQGVWGLDDFQFLPFIWGSSQLIDHPHLEPRHFVDEKAVSENHKDYMFLQCILFITEMKTGPFAEHSNQLWNISAVPSWSKVNQGLIRMYKAECLEKFPVIQHFKFGSLLPIHPVTSG. The pIC50 is 6.0. (8) The small molecule is N#Cc1cccc2c(O[C@H]3CC[C@H](NC(=O)c4ccc(F)cc4)CC3)ccnc12. The target protein sequence is MEVQLGLGRVYPRPPSKTYRGAFQNLFQSVREVIQNPGPRHPEAASAAPPGASLLLLQQQQQQQQQQQQQQQQQQQQQETSPRQQQQQQGEDGSPQAHRRGPTGYLVLDEEQQPSQPQSALECHPERGCVPEPGAAVAASKGLPQQLPAPPDEDDSAAPSTLSLLGPTFPGLSSCSADLKDILSEASTMQLLQQQQQEAVSEGSSSGRAREASGAPTSSKDNYLGGTSTISDNAKELCKAVSVSMGLGVEALEHLSPGEQLRGDCMYAPLLGVPPAVRPTPCAPLAECKGSLLDDSAGKSTEDTAEYSPFKGGYTKGLEGESLGCSGSAAAGSSGTLELPSTLSLYKSGALDEAAAYQSRDYYNFPLALAGPPPPPPPPHPHARIKLENPLDYGSAWAAAAAQCRYGDLASLHGAGAAGPGSGSPSAAASSSWHTLFTAEEGQLYGPCGGGGGGGGGGGGGGGGGGGGGGGGEAGAVAPYGYTRPPQGLAGQESDFTAPD.... The pIC50 is 6.8.